Dataset: Full USPTO retrosynthesis dataset with 1.9M reactions from patents (1976-2016). Task: Predict the reactants needed to synthesize the given product. (1) Given the product [CH2:1]([C:3]1[CH:9]=[CH:8][CH:7]=[C:6]([CH2:10][CH3:11])[C:4]=1[NH:5][C:16]([N:37]1[C@@H:38]2[CH2:42][N:41]([CH2:40][CH2:39]2)[C:35]2[CH:34]=[CH:33][C:32]([C:28]3[CH:29]=[CH:30][CH:31]=[C:26]([C:25]([F:24])([F:44])[F:45])[CH:27]=3)=[N:43][C:36]1=2)=[O:22])[CH3:2], predict the reactants needed to synthesize it. The reactants are: [CH2:1]([C:3]1[CH:9]=[CH:8][CH:7]=[C:6]([CH2:10][CH3:11])[C:4]=1[NH2:5])[CH3:2].ClC(Cl)(O[C:16](=[O:22])OC(Cl)(Cl)Cl)Cl.[F:24][C:25]([F:45])([F:44])[C:26]1[CH:27]=[C:28]([C:32]2[CH:33]=[CH:34][C:35]3[N:41]4[CH2:42][C@H:38]([CH2:39][CH2:40]4)[NH:37][C:36]=3[N:43]=2)[CH:29]=[CH:30][CH:31]=1.C(=O)(O)[O-].[Na+]. (2) Given the product [Cl:1][C:2]1[CH:11]=[CH:10][C:5]([C:6](=[O:8])[CH2:30][C:28]2[CH:27]=[CH:26][N:25]=[C:24]([Cl:23])[N:29]=2)=[CH:4][C:3]=1[CH3:12], predict the reactants needed to synthesize it. The reactants are: [Cl:1][C:2]1[CH:11]=[CH:10][C:5]([C:6]([O:8]C)=O)=[CH:4][C:3]=1[CH3:12].[Li+].C[Si]([N-][Si](C)(C)C)(C)C.[Cl:23][C:24]1[N:29]=[C:28]([CH3:30])[CH:27]=[CH:26][N:25]=1. (3) Given the product [NH:1]([C:31]([O:33][CH2:34][CH:35]1[C:36]2[C:41](=[CH:40][CH:39]=[CH:38][CH:37]=2)[C:42]2[C:47]1=[CH:46][CH:45]=[CH:44][CH:43]=2)=[O:32])[C@H:2]([C:28]([OH:30])=[O:29])[CH2:3][CH2:4][CH2:5][CH2:6][NH2:7], predict the reactants needed to synthesize it. The reactants are: [NH:1]([C:31]([O:33][CH2:34][CH:35]1[C:47]2[C:42](=[CH:43][CH:44]=[CH:45][CH:46]=2)[C:41]2[C:36]1=[CH:37][CH:38]=[CH:39][CH:40]=2)=[O:32])[C@@H:2]([C:28]([OH:30])=[O:29])[CH2:3][CH2:4][CH2:5][CH2:6][NH:7]C(C1C=CC=CC=1)(C1C=CC=CC=1)C1C=CC(C)=CC=1. (4) Given the product [CH2:18]([O:20][C:21]([C:23]1[C:27]([CH2:28][CH2:29][CH2:30][N:31]2[CH2:36][CH2:35][N:34]([CH3:37])[CH2:33][CH2:32]2)=[C:26]([CH:38]=[C:10]2[C:9]3[C:13](=[CH:14][CH:15]=[CH:16][C:8]=3[C:4]3[CH:5]=[CH:6][CH:7]=[C:2]([F:1])[CH:3]=3)[NH:12][C:11]2=[O:17])[NH:25][C:24]=1[CH3:40])=[O:22])[CH3:19], predict the reactants needed to synthesize it. The reactants are: [F:1][C:2]1[CH:3]=[C:4]([C:8]2[CH:16]=[CH:15][CH:14]=[C:13]3[C:9]=2[CH2:10][C:11](=[O:17])[NH:12]3)[CH:5]=[CH:6][CH:7]=1.[CH2:18]([O:20][C:21]([C:23]1[C:27]([CH2:28][CH2:29][CH2:30][N:31]2[CH2:36][CH2:35][N:34]([CH3:37])[CH2:33][CH2:32]2)=[C:26]([CH:38]=O)[NH:25][C:24]=1[CH3:40])=[O:22])[CH3:19].